From a dataset of Forward reaction prediction with 1.9M reactions from USPTO patents (1976-2016). Predict the product of the given reaction. (1) Given the reactants [C:1]([C:3]1[C:4]([N:18]2[CH2:23][CH2:22][NH:21][CH2:20][CH2:19]2)=[N:5][C:6]([C:14]([F:17])([F:16])[F:15])=[C:7]([CH:13]=1)[C:8]([O:10][CH2:11][CH3:12])=[O:9])#[N:2].[Cl:24][C:25]1[CH:30]=[CH:29][C:28]([CH2:31][N:32]=[C:33]=[O:34])=[CH:27][C:26]=1[Cl:35], predict the reaction product. The product is: [C:1]([C:3]1[C:4]([N:18]2[CH2:23][CH2:22][N:21]([C:33]([NH:32][CH2:31][C:28]3[CH:29]=[CH:30][C:25]([Cl:24])=[C:26]([Cl:35])[CH:27]=3)=[O:34])[CH2:20][CH2:19]2)=[N:5][C:6]([C:14]([F:15])([F:17])[F:16])=[C:7]([CH:13]=1)[C:8]([O:10][CH2:11][CH3:12])=[O:9])#[N:2]. (2) Given the reactants [Cl:1][C:2]1[CH:7]=[CH:6][CH:5]=[C:4]([I:8])[C:3]=1CC#N.[OH:12]S(O)(=O)=O.[O:17]1[CH2:22][CH2:21]OCC1, predict the reaction product. The product is: [Cl:1][C:2]1[CH:7]=[CH:6][CH:5]=[C:4]([I:8])[C:3]=1[CH2:21][C:22]([OH:17])=[O:12]. (3) Given the reactants Cl[CH2:2][C:3]([C:5]1[CH:10]=[CH:9][C:8]([Cl:11])=[CH:7][C:6]=1[Cl:12])=[O:4].[NH:13]1[CH:17]=[CH:16][N:15]=[CH:14]1.ClCCl.O, predict the reaction product. The product is: [Cl:12][C:6]1[CH:7]=[C:8]([Cl:11])[CH:9]=[CH:10][C:5]=1[C:3](=[O:4])[CH2:2][N:13]1[CH:17]=[CH:16][N:15]=[CH:14]1. (4) Given the reactants [Cl:1][C:2]1[CH:7]=[CH:6][C:5]([S:8]([N:11]2[C@H:15]([CH2:16][O:17][Si](C)(C)C)[CH2:14][CH2:13][C@@H:12]2[C:22]2[CH:27]=[CH:26][CH:25]=[CH:24][CH:23]=2)(=[O:10])=[O:9])=[CH:4][CH:3]=1.C([O-])([O-])=O.[K+].[K+], predict the reaction product. The product is: [Cl:1][C:2]1[CH:3]=[CH:4][C:5]([S:8]([N:11]2[C@H:12]([C:22]3[CH:23]=[CH:24][CH:25]=[CH:26][CH:27]=3)[CH2:13][CH2:14][C@@H:15]2[CH2:16][OH:17])(=[O:9])=[O:10])=[CH:6][CH:7]=1.